This data is from Peptide-MHC class I binding affinity with 185,985 pairs from IEDB/IMGT. The task is: Regression. Given a peptide amino acid sequence and an MHC pseudo amino acid sequence, predict their binding affinity value. This is MHC class I binding data. (1) The MHC is HLA-B35:01 with pseudo-sequence HLA-B35:01. The binding affinity (normalized) is 0.784. The peptide sequence is MAVGMVSIL. (2) The peptide sequence is ITPNNLNKI. The MHC is HLA-A02:06 with pseudo-sequence HLA-A02:06. The binding affinity (normalized) is 0.393. (3) The peptide sequence is LEYFQFVKKLL. The MHC is HLA-A02:01 with pseudo-sequence HLA-A02:01. The binding affinity (normalized) is 0.0847. (4) The peptide sequence is ALTLNTMTK. The MHC is HLA-B08:01 with pseudo-sequence HLA-B08:01. The binding affinity (normalized) is 0.0847.